Dataset: Forward reaction prediction with 1.9M reactions from USPTO patents (1976-2016). Task: Predict the product of the given reaction. (1) Given the reactants [O:1]1[C:5]2[CH:6]=[CH:7][C:8]([C:10]3[S:11][CH:12]=[C:13]([C:15]([OH:17])=O)[N:14]=3)=[CH:9][C:4]=2[CH2:3][CH2:2]1.[NH:18]1[C:22]([NH2:23])=[N:21][CH:20]=[N:19]1.F[P-](F)(F)(F)(F)F.N1(OC(N(C)C)=[N+](C)C)C2C=CC=C[C:34]=2N=N1, predict the reaction product. The product is: [O:1]1[C:5]2[CH:6]=[CH:7][C:8]([C:10]3[S:11][CH:12]=[C:13]([C:15]([NH:23][C:22]4[NH:18][N:19]=[C:20]([CH3:34])[N:21]=4)=[O:17])[N:14]=3)=[CH:9][C:4]=2[CH2:3][CH2:2]1. (2) Given the reactants [CH2:1]([N:8]([CH:36]([CH:38]1[CH2:40][CH2:39]1)[CH3:37])[C:9](=[O:35])[CH2:10][N:11]1[C:32](=[O:33])[C@:14]2([C:22]3[C:17](=[CH:18][C:19]([NH:23][C:24]([C:26]4[CH:27]=[N:28][O:29][C:30]=4[CH3:31])=[O:25])=[CH:20][CH:21]=3)[CH2:16][CH2:15]2)[NH:13][C:12]1=[O:34])[C:2]1[CH:7]=[CH:6][CH:5]=[CH:4][CH:3]=1.O.Cl, predict the reaction product. The product is: [CH2:1]([N:8]([C@H:36]([CH:38]1[CH2:39][CH2:40]1)[CH3:37])[C:9](=[O:35])[CH2:10][N:11]1[C:32](=[O:33])[C:14]2([C:22]3[C:17](=[CH:18][C:19]([NH:23][C:24](=[O:25])[CH:26]([C:27]#[N:28])[C:30](=[O:29])[CH3:31])=[CH:20][CH:21]=3)[CH2:16][CH2:15]2)[NH:13][C:12]1=[O:34])[C:2]1[CH:3]=[CH:4][CH:5]=[CH:6][CH:7]=1. (3) Given the reactants [O:1]=[C:2]1[CH2:11][C:4]2([CH2:7][CH:6]([C:8]([OH:10])=O)[CH2:5]2)[CH2:3]1.C(N1C=CN=C1)(N1C=CN=C1)=O.O[N:25]=[C:26]([C:28]1[CH:29]=[CH:30][C:31]([CH3:46])=[C:32]([NH:34][C:35]([C:37]2[N:41]3[CH:42]=[CH:43][CH:44]=[CH:45][C:40]3=[N:39][CH:38]=2)=[O:36])[CH:33]=1)[NH2:27], predict the reaction product. The product is: [CH3:46][C:31]1[CH:30]=[CH:29][C:28]([C:26]2[N:25]=[C:8]([CH:6]3[CH2:5][C:4]4([CH2:3][C:2](=[O:1])[CH2:11]4)[CH2:7]3)[O:10][N:27]=2)=[CH:33][C:32]=1[NH:34][C:35]([C:37]1[N:41]2[CH:42]=[CH:43][CH:44]=[CH:45][C:40]2=[N:39][CH:38]=1)=[O:36].